This data is from NCI-60 drug combinations with 297,098 pairs across 59 cell lines. The task is: Regression. Given two drug SMILES strings and cell line genomic features, predict the synergy score measuring deviation from expected non-interaction effect. (1) Drug 1: C1CN1P(=S)(N2CC2)N3CC3. Drug 2: CC1CCC2CC(C(=CC=CC=CC(CC(C(=O)C(C(C(=CC(C(=O)CC(OC(=O)C3CCCCN3C(=O)C(=O)C1(O2)O)C(C)CC4CCC(C(C4)OC)O)C)C)O)OC)C)C)C)OC. Cell line: RXF 393. Synergy scores: CSS=7.86, Synergy_ZIP=-1.25, Synergy_Bliss=-0.802, Synergy_Loewe=-0.173, Synergy_HSA=0.434. (2) Drug 1: CC1C(C(=O)NC(C(=O)N2CCCC2C(=O)N(CC(=O)N(C(C(=O)O1)C(C)C)C)C)C(C)C)NC(=O)C3=C4C(=C(C=C3)C)OC5=C(C(=O)C(=C(C5=N4)C(=O)NC6C(OC(=O)C(N(C(=O)CN(C(=O)C7CCCN7C(=O)C(NC6=O)C(C)C)C)C)C(C)C)C)N)C. Drug 2: C1=NC2=C(N=C(N=C2N1C3C(C(C(O3)CO)O)O)F)N. Cell line: UACC-257. Synergy scores: CSS=-0.852, Synergy_ZIP=1.19, Synergy_Bliss=0.710, Synergy_Loewe=-0.718, Synergy_HSA=-1.51.